Dataset: Full USPTO retrosynthesis dataset with 1.9M reactions from patents (1976-2016). Task: Predict the reactants needed to synthesize the given product. (1) Given the product [C:1]([C:4]1[CH:5]=[CH:6][C:7]([O:30][CH3:31])=[C:8]([S:10]([NH:13][CH2:14][CH2:15][C:16]2[CH:21]=[CH:20][C:19]([C:22]([CH3:29])=[CH:23][C:24]([O:26][CH2:27][CH3:28])=[O:25])=[CH:18][CH:17]=2)(=[O:12])=[O:11])[CH:9]=1)#[N:2], predict the reactants needed to synthesize it. The reactants are: [C:1]([C:4]1[CH:5]=[CH:6][C:7]([O:30][CH3:31])=[C:8]([S:10]([NH:13][CH2:14][CH2:15][C:16]2[CH:21]=[CH:20][C:19]([C:22]([CH3:29])=[CH:23][C:24]([O:26][CH2:27][CH3:28])=[O:25])=[CH:18][CH:17]=2)(=[O:12])=[O:11])[CH:9]=1)(=O)[NH2:2].C(N(CC)CC)C.FC(F)(F)C(OC(=O)C(F)(F)F)=O.CO. (2) Given the product [F:1][C:2]1[CH:7]=[CH:6][C:5]([C:8]2[N:12]=[C:11]([C:13]3[CH:18]=[CH:17][C:16]([F:19])=[CH:15][CH:14]=3)[N:10]([CH2:20][C:21]([N:23]3[CH2:28][CH2:27][N:26]([C:29]4[CH:34]=[C:33]([O:38][CH2:37][CH2:36][OH:39])[N:32]=[CH:31][N:30]=4)[CH2:25][CH2:24]3)=[O:22])[N:9]=2)=[CH:4][CH:3]=1, predict the reactants needed to synthesize it. The reactants are: [F:1][C:2]1[CH:7]=[CH:6][C:5]([C:8]2[N:12]=[C:11]([C:13]3[CH:18]=[CH:17][C:16]([F:19])=[CH:15][CH:14]=3)[N:10]([CH2:20][C:21]([N:23]3[CH2:28][CH2:27][N:26]([C:29]4[CH:34]=[C:33](Cl)[N:32]=[CH:31][N:30]=4)[CH2:25][CH2:24]3)=[O:22])[N:9]=2)=[CH:4][CH:3]=1.[CH2:36]([OH:39])[CH2:37][OH:38].C(=O)([O-])[O-].[K+].[K+]. (3) Given the product [Br:24][C:10]1[S:9][C:8]([N:5]2[CH2:6][CH2:7][C:2]([F:1])([F:23])[CH2:3][CH2:4]2)=[N:12][C:11]=1[C@@H:13]1[CH2:18][CH2:17][CH2:16][CH2:15][C@H:14]1[C:19]([O:21][CH3:22])=[O:20], predict the reactants needed to synthesize it. The reactants are: [F:1][C:2]1([F:23])[CH2:7][CH2:6][N:5]([C:8]2[S:9][CH:10]=[C:11]([C@@H:13]3[CH2:18][CH2:17][CH2:16][CH2:15][C@H:14]3[C:19]([O:21][CH3:22])=[O:20])[N:12]=2)[CH2:4][CH2:3]1.[Br:24]Br.[O-]S([O-])=O.[Na+].[Na+]. (4) Given the product [CH3:1][O:2][C:3]1[CH:14]=[CH:13][C:6]2[C:7](=[O:12])[N:8]([CH2:18][C:19](=[O:21])[CH3:20])[S:9](=[O:11])(=[O:10])[C:5]=2[CH:4]=1, predict the reactants needed to synthesize it. The reactants are: [CH3:1][O:2][C:3]1[CH:14]=[CH:13][C:6]2[C:7](=[O:12])[NH:8][S:9](=[O:11])(=[O:10])[C:5]=2[CH:4]=1.[H-].[Na+].Cl[CH2:18][C:19](=[O:21])[CH3:20].